This data is from Forward reaction prediction with 1.9M reactions from USPTO patents (1976-2016). The task is: Predict the product of the given reaction. (1) Given the reactants [C:1]([O:5][C:6]([C:8]1[S:12][C:11](B(O)O)=[CH:10][CH:9]=1)=[O:7])([CH3:4])([CH3:3])[CH3:2].Br[C:17]1[C:22]([CH3:23])=[C:21]([OH:24])[N:20]=[N:19][C:18]=1[OH:25].C([O-])([O-])=O.[Cs+].[Cs+].Cl, predict the reaction product. The product is: [OH:25][C:18]1[N:19]=[N:20][C:21]([OH:24])=[C:22]([CH3:23])[C:17]=1[C:11]1[S:12][C:8]([C:6]([O:5][C:1]([CH3:4])([CH3:3])[CH3:2])=[O:7])=[CH:9][CH:10]=1. (2) Given the reactants [Cl:1][C:2]1[CH:7]=[C:6]([F:8])[CH:5]=[CH:4][C:3]=1[C:9]1[NH:10][C:11](=O)[C:12]2[N:13]([N:15]=[CH:16][N:17]=2)[CH:14]=1.P(Cl)(Cl)([Cl:21])=O, predict the reaction product. The product is: [Cl:21][C:11]1[C:12]2[N:13]([N:15]=[CH:16][N:17]=2)[CH:14]=[C:9]([C:3]2[CH:4]=[CH:5][C:6]([F:8])=[CH:7][C:2]=2[Cl:1])[N:10]=1. (3) Given the reactants [Br:1][C:2]1[CH:3]=[C:4]2[C:8](=[C:9]([C:11](O)=[O:12])[CH:10]=1)[NH:7][CH:6]=[C:5]2[CH:14]1[CH2:19][CH2:18][CH2:17][S:16](=[O:21])(=[O:20])[CH2:15]1.C(Cl)CCl.C1C=CC2N(O)N=[N:32]C=2C=1.N.O1CCOCC1, predict the reaction product. The product is: [Br:1][C:2]1[CH:3]=[C:4]2[C:8](=[C:9]([C:11]([NH2:32])=[O:12])[CH:10]=1)[NH:7][CH:6]=[C:5]2[CH:14]1[CH2:19][CH2:18][CH2:17][S:16](=[O:21])(=[O:20])[CH2:15]1.